Dataset: Forward reaction prediction with 1.9M reactions from USPTO patents (1976-2016). Task: Predict the product of the given reaction. (1) Given the reactants [F:1][C:2]1[CH:3]=[C:4]([CH:15]([CH3:20])[C:16]([O:18][CH3:19])=[O:17])[CH:5]=[CH:6][C:7]=1[C:8]1[CH:13]=[CH:12][CH:11]=[C:10]([OH:14])[CH:9]=1.[CH:21]([N:24]=[C:25]=[O:26])([CH3:23])[CH3:22], predict the reaction product. The product is: [F:1][C:2]1[CH:3]=[C:4]([CH:15]([CH3:20])[C:16]([O:18][CH3:19])=[O:17])[CH:5]=[CH:6][C:7]=1[C:8]1[CH:13]=[CH:12][CH:11]=[C:10]([O:14][C:25](=[O:26])[NH:24][CH:21]([CH3:23])[CH3:22])[CH:9]=1. (2) Given the reactants [Cl:1][C:2]1[CH:7]=[CH:6][C:5]([C:8]([F:12])([F:11])[CH2:9][OH:10])=[CH:4][CH:3]=1.CCN(C(C)C)C(C)C.[O:22](S(C(F)(F)F)(=O)=O)[S:23]([C:26]([F:29])([F:28])[F:27])(=O)=[O:24], predict the reaction product. The product is: [F:27][C:26]([F:29])([F:28])[S:23]([O:10][CH2:9][C:8]([C:5]1[CH:4]=[CH:3][C:2]([Cl:1])=[CH:7][CH:6]=1)([F:11])[F:12])(=[O:24])=[O:22]. (3) Given the reactants CC(OC([NH:8][CH2:9][CH2:10][CH2:11][CH2:12][C@H:13]([NH:17][C:18]([O:20][CH2:21][CH:22]1[C:34]2[C:29](=[CH:30][CH:31]=[CH:32][CH:33]=2)[C:28]2[C:23]1=[CH:24][CH:25]=[CH:26][CH:27]=2)=[O:19])[C:14]([OH:16])=[O:15])=O)(C)C, predict the reaction product. The product is: [CH:25]1[CH:24]=[C:23]2[CH:22]([CH2:21][O:20][C:18]([NH:17][CH:13]([C:14]([OH:16])=[O:15])[CH2:12][CH2:11][CH2:10][CH2:9][NH2:8])=[O:19])[C:34]3[C:29]([C:28]2=[CH:27][CH:26]=1)=[CH:30][CH:31]=[CH:32][CH:33]=3. (4) Given the reactants [Br:1][C:2]1[CH:10]=[C:9]2[C:5]([CH2:6][CH2:7][C:8]2=[CH:11][CH3:12])=[CH:4][CH:3]=1.[H][H], predict the reaction product. The product is: [Br:1][C:2]1[CH:10]=[C:9]2[C:5]([CH2:6][CH2:7][CH:8]2[CH2:11][CH3:12])=[CH:4][CH:3]=1. (5) Given the reactants [CH3:1][CH:2]([CH2:4][CH2:5][CH2:6][C@H:7]([C@@H:9]1[C@:26]2([CH3:27])[C@H:12]([C@H:13]3[C@H:23]([CH2:24][CH2:25]2)[C@:21]2([CH3:22])[C:16]([CH2:17][C@@H:18](O)[CH2:19][CH2:20]2)=[CH:15][CH2:14]3)[CH2:11][CH2:10]1)[CH3:8])[CH3:3].CC(CCC[C@H]([C@@H]1[C@]2(C)[C@H]([C@H]3[C@H](CC2)[C@]2(C)C(C[C@@H](NCCCNC(=O)CCNC(=O)CCNC(=O)CCCCCNC4C=CC([N+]([O-])=O)=CC=4[N+]([O-])=O)CC2)=CC3)CC1)C)C.[Si]([N:95]=[N+:96]=[N-:97])(C)(C)C.B(F)(F)F.CCOCC, predict the reaction product. The product is: [N:95]([C@H:18]1[CH2:19][CH2:20][C@@:21]2([CH3:22])[C:16](=[CH:15][CH2:14][C@@H:13]3[C@@H:23]2[CH2:24][CH2:25][C@@:26]2([CH3:27])[C@H:12]3[CH2:11][CH2:10][C@@H:9]2[C@H:7]([CH3:8])[CH2:6][CH2:5][CH2:4][CH:2]([CH3:3])[CH3:1])[CH2:17]1)=[N+:96]=[N-:97]. (6) The product is: [Cl:1][C:2]1[CH:3]=[CH:4][C:5]([C:28]([F:31])([F:29])[F:30])=[C:6]([CH:27]=1)[CH2:7][N:8]1[CH2:13][CH2:12][NH:11][C:10]2[N:14]=[CH:15][C:16]([C:18]3[CH:19]=[CH:20][C:21]([C:22]([N:43]4[CH2:44][CH2:45][N:40]([CH2:32][CH2:33][C:34]5[CH:39]=[CH:38][CH:37]=[CH:36][CH:35]=5)[CH2:41][CH2:42]4)=[O:23])=[CH:25][CH:26]=3)=[CH:17][C:9]1=2. Given the reactants [Cl:1][C:2]1[CH:3]=[CH:4][C:5]([C:28]([F:31])([F:30])[F:29])=[C:6]([CH:27]=1)[CH2:7][N:8]1[CH2:13][CH2:12][NH:11][C:10]2[N:14]=[CH:15][C:16]([C:18]3[CH:26]=[CH:25][C:21]([C:22](O)=[O:23])=[CH:20][CH:19]=3)=[CH:17][C:9]1=2.[CH2:32]([N:40]1[CH2:45][CH2:44][NH:43][CH2:42][CH2:41]1)[CH2:33][C:34]1[CH:39]=[CH:38][CH:37]=[CH:36][CH:35]=1, predict the reaction product. (7) Given the reactants [Si:1]([O:8][CH2:9][C@@H:10]1[C@H:14]2[O:15][C:16]([CH3:19])([CH3:18])[O:17][C@H:13]2[C@H:12]([N:20]2[CH:28]=[N:27][C:26]3[C:21]2=[N:22][CH:23]=[N:24][C:25]=3/[CH:29]=[CH:30]/[C:31]2[CH:36]=[CH:35][CH:34]=[CH:33][CH:32]=2)[O:11]1)([C:4]([CH3:7])([CH3:6])[CH3:5])([CH3:3])[CH3:2].C([N-]C(C)C)(C)C.[Li+].[Br:45]C(Cl)(Cl)C(Br)(Cl)Cl.C(=O)(O)[O-].[Na+], predict the reaction product. The product is: [Br:45][C:28]1[N:20]([C@H:12]2[C@H:13]3[C@H:14]([O:15][C:16]([CH3:19])([CH3:18])[O:17]3)[C@@H:10]([CH2:9][O:8][Si:1]([C:4]([CH3:7])([CH3:6])[CH3:5])([CH3:2])[CH3:3])[O:11]2)[C:21]2[C:26]([N:27]=1)=[C:25](/[CH:29]=[CH:30]/[C:31]1[CH:32]=[CH:33][CH:34]=[CH:35][CH:36]=1)[N:24]=[CH:23][N:22]=2. (8) Given the reactants [C:1]([O:5][C:6]([N:8]1[CH2:13][CH2:12][C:11](=O)[CH2:10][CH:9]1[CH2:15][C:16]1[CH:21]=[CH:20][CH:19]=[CH:18][CH:17]=1)=[O:7])([CH3:4])([CH3:3])[CH3:2].C1(C)C=CC(S([CH2:31][N+:32]#[C-])(=O)=O)=CC=1.CC(C)([O-])C.[K+].O, predict the reaction product. The product is: [CH2:15]([CH:9]1[CH2:10][CH:11]([C:31]#[N:32])[CH2:12][CH2:13][N:8]1[C:6]([O:5][C:1]([CH3:4])([CH3:3])[CH3:2])=[O:7])[C:16]1[CH:21]=[CH:20][CH:19]=[CH:18][CH:17]=1.